Dataset: Catalyst prediction with 721,799 reactions and 888 catalyst types from USPTO. Task: Predict which catalyst facilitates the given reaction. (1) Reactant: [F:1][C:2]1[C:3]([N:13]2[CH:17]=NC=N2)=[N:4][C:5](=[O:12])[N:6]([CH2:8][CH:9]([CH3:11])[CH3:10])[CH:7]=1.[F:18][C:19]1[CH:26]=[CH:25][CH:24]=[CH:23][C:20]=1CN. Product: [F:1][C:2]1[C:3]([NH:13][CH2:17][C:20]2[CH:23]=[CH:24][CH:25]=[CH:26][C:19]=2[F:18])=[N:4][C:5](=[O:12])[N:6]([CH2:8][CH:9]([CH3:10])[CH3:11])[CH:7]=1. The catalyst class is: 12. (2) Reactant: [C:1]([C:3]1[CH:19]=[CH:18][C:17]([N+:20]([O-:22])=[O:21])=[CH:16][C:4]=1[O:5][CH2:6][CH2:7][NH:8]C(=O)OC(C)(C)C)#[N:2].C(O)(C(F)(F)F)=O. Product: [NH2:8][CH2:7][CH2:6][O:5][C:4]1[CH:16]=[C:17]([N+:20]([O-:22])=[O:21])[CH:18]=[CH:19][C:3]=1[C:1]#[N:2]. The catalyst class is: 2. (3) Reactant: IN1C(=O)CCC1=O.[N+:9]([C:12]1[CH:17]=[CH:16][C:15]([CH2:18][N:19]2[CH2:24][CH2:23][O:22][CH2:21][CH2:20]2)=[CH:14][CH:13]=1)([O-])=O. Product: [O:22]1[CH2:21][CH2:20][N:19]([CH2:18][C:15]2[CH:16]=[CH:17][C:12]([NH2:9])=[CH:13][CH:14]=2)[CH2:24][CH2:23]1. The catalyst class is: 3. (4) Reactant: [CH:1]1([O:6][C:7]2[N:15]=[C:14]3[C:10]([N:11]=[CH:12][N:13]3[C@@H:16]3[O:22][C@H:21]([CH3:23])[C@@H:19]([OH:20])[C@H:17]3[OH:18])=[C:9]([NH2:24])[N:8]=2)[CH2:5][CH2:4][CH2:3][CH2:2]1.[C:25]1([N:31]=[C:32]=[O:33])[CH:30]=[CH:29][CH:28]=[CH:27][CH:26]=1.C(N(CC)CC)C. Product: [NH:31]([C:32]([O:20][C@@H:19]1[C@@H:21]([CH3:23])[O:22][C@@H:16]([N:13]2[CH:12]=[N:11][C:10]3[C:14]2=[N:15][C:7]([O:6][CH:1]2[CH2:2][CH2:3][CH2:4][CH2:5]2)=[N:8][C:9]=3[NH2:24])[C@@H:17]1[OH:18])=[O:33])[C:25]1[CH:30]=[CH:29][CH:28]=[CH:27][CH:26]=1. The catalyst class is: 1.